This data is from Drug-target binding data from BindingDB using Ki measurements. The task is: Regression. Given a target protein amino acid sequence and a drug SMILES string, predict the binding affinity score between them. We predict pKi (pKi = -log10(Ki in M); higher means stronger inhibition). Dataset: bindingdb_ki. (1) The drug is COC(=O)c1ccc2oc(C(=O)C(Cc3ccccc3)NC(=O)Cn3c(-c4cccc(OC)c4)ncc(N)c3=O)nc2c1. The target protein (P50339) has sequence MNLHALCLLLLLLGSSTKAGEIIGGTECIPHSRPYMAYLEIVTSDNYLSACSGFLIRRNFVLTAAHCAGRSITVLLGAHNKTYKEDTWQKLEVEKQFIHPNYDKRLVLHDIMLLKLKEKAKLTLGVGTLPLSANFNFIPPGRMCRAVGWGRTNVNEPASDTLQEVKMRLQEPQSCKHFTSFQHKSQLCVGNPKKMQNVYKGDSGGPLLCAGIAQGIASYVHPNAKPPAVFTRISHYRPWINKILREN. The pKi is 7.1. (2) The drug is CC(=O)OC[C@@H](OC(C)=O)[C@@H](OC(C)=O)[C@H](OC(C)=O)[C@@H](OC(C)=O)C(=O)NC(N)=NCCC[C@@H](NC(=O)C(c1ccccc1)c1ccccc1)C(=O)NCc1ccc(O)cc1. The target protein (P25929) has sequence MNSTLFSQVENHSVHSNFSEKNAQLLAFENDDCHLPLAMIFTLALAYGAVIILGVSGNLALIIIILKQKEMRNVTNILIVNLSFSDLLVAIMCLPFTFVYTLMDHWVFGEAMCKLNPFVQCVSITVSIFSLVLIAVERHQLIINPRGWRPNNRHAYVGIAVIWVLAVASSLPFLIYQVMTDEPFQNVTLDAYKDKYVCFDQFPSDSHRLSYTTLLLVLQYFGPLCFIFICYFKIYIRLKRRNNMMDKMRDNKYRSSETKRINIMLLSIVVAFAVCWLPLTIFNTVFDWNHQIIATCNHNLLFLLCHLTAMISTCVNPIFYGFLNKNFQRDLQFFFNFCDFRSRDDDYETIAMSTMHTDVSKTSLKQASPVAFKKINNNDDNEKI. The pKi is 7.0. (3) The small molecule is CCOC(=O)C1=C(c2ccccc2)N=C(C)C(C(=O)OCC)C1/C=C/c1ccccc1. The target protein sequence is MCPQGSPCPASSSPINVTFNTSQVMGSIDVIYISAECLVALLAALGNIPVVWAVKLNAAFHNTTMYFIASLALADIAVGVFVVPLAVLVSLQVSIPFHFCLFLCCLMVVFTQASILSLLAIAIDRYLRVKLPIRYKIISTERRIWGALGLCWSLSLLVGLTPMFGWNKQRSAPYHTCGFTSVIRMDYMVYFSFFAWTLIPLSIMCALYVAVFYIIRTKLSQGATGARGAGTFYGKEFRKAKSLALVLFLFAVSWLPLCIMNCVLYFHPEYKIPKPWIFLGILLSHANSAMNPVVYACKIKKFKTTYLLILRTYILCRKKPQAMPSSYRLNTPAVVQNER. The pKi is 6.0. (4) The small molecule is C[N+](C)(C)CCOC(N)=O. The target protein sequence is MTLHSQSTTSPLFPQISSSWVHSPSEAGLPLGTVTQLGSYQISQETGQFSSQDTSSDPLGGHTIWQVVFIAFLTGFLALVTIIGNILVIVAFKVNKQLKTVNNYFLLSLASADLIIGVISMNLFTTYIIMNRWALGNLACDLWLSIDYVASNASVMNLLVISFDRYFSITRPLTYRACRTTKRAGVMIGLAWVISFVLWAPAILFWQYFVGKRTVPPGECFIQFLSEPTITFGTAIAAFYMPVTIMTILYWRIYKETEKRTKELAGLQASGTEIEGRIEGRIEGRTRSQITKRKRMSLIKEKKAAQTLSAILLAFIITWTPYNIMVLVNTFADSAIPKTYWNLGYWLCYINSTVNPVAYALSNKTFRTTFKTLLLSQSDKRKRRKQQYQQRQSVIFHKRVPEQAL. The pKi is 4.5. (5) The small molecule is CC1=C(C(=O)O)N2C(=O)[C@@H](NC(=O)[C@H](N)C3=CCC=CC3)[C@H]2SC1. The target protein (Q63424) has sequence MNPFQKNESKETLFSPVSTEEMLPRPPSPPKKSPPKIFGSSYPVSIAFIVVNEFCERFSYYGMKAVLTLYFLYFLHWNEDTSTSVYHAFSSLCYFTPILGAAIADSWLGKFKTIIYLSLVYVLGHVFKSLGAIPILGGKMLHTILSLVGLSLIALGTGGIKPCVAAFGGDQFEEEHAEARTRYFSVFYLAINAGSLISTFITPMLRGDVKCFGQDCYALAFGVPGLLMVLALVVFAMGSKMYRKPPPEGNIVAQVIKCIWFALCNRFRNRSGDLPKRQHWLDWAAEKYPKHLIADVKALTRVLFLYIPLPMFWALLDQQGSRWTLQANKMNGDLGFFVLQPDQMQVLNPFLVLIFIPLFDLVIYRLISKCRINFSSLRKMAVGMILACLAFAVAALVETKINGMIHPQPASQEIFLQVLNLADGDVKVTVLGSRNNSLLVESVSSFQNTTHYSKLHLEAKSQDLHFHLKYNSLSVHNDHSVEEKNCYQLLIHQDGESISS.... The pKi is 4.2. (6) The small molecule is O=C(O)[C@@H]1CS[C@H]2CS[C@H](CS)N21. The target protein sequence is MFKLLSKLLVYLTASIMAIASPLAFSVDSSGEYPTVSEIPVGEVRLYQIADGVWSHIATQSFDGAVYPSNGLIVRDGDELLLIDTAWGAKNTAALLAEIEKQIGLPVTRAVSTHFHDDRVGGVDVLRAAGVATYASPSTRRLAEVEGNEIPTHSLEGLSSSGDAVRFGPVELFYPGAAHSTDNLVVYVPSASVLYGGCAIYELSLTSAGNVADADLAEWPTSIERIQQHYPEAQFVIPGHGLPGGLDLLKHTTNVVKAHTNRSVVE. The pKi is 5.2. (7) The drug is Clc1ccc(C2CC3CCC2N3)cn1. The target protein (P02718) has sequence MGNIHFVYLLISCLYYSGCSGVNEEERLINDLLIVNKYNKHVRPVKHNNEVVNIALSLTLSNLISLKETDETLTSNVWMDHAWYDHRLTWNASEYSDISILRLPPELVWIPDIVLQNNNDGQYHVAYFCNVLVRPNGYVTWLPPAIFRSSCPINVLYFPFDWQNCSLKFTALNYDANEITMDLMTDTIDGKDYPIEWIIIDPEAFTENGEWEIIHKPAKKNIYPDKFPNGTNYQDVTFYLIIRRKPLFYVINFITPCVLISFLASLAFYLPAESGEKMSTAISVLLAQAVFLLLTSQRLPETALAVPLIGKYLMFIMSLVTGVIVNCGIVLNFHFRTPSTHVLSTRVKQIFLEKLPRILHMSRADESEQPDWQNDLKLRRSSSVGYISKAQEYFNIKSRSELMFEKQSERHGLVPRVTPRIGFGNNNENIAASDQLHDEIKSGIDSTNYIVKQIKEKNAYDEEVGNWNLVGQTIDRLSMFIITPVMVLGTIFIFVMGNFN.... The pKi is 7.0. (8) The small molecule is CC(=O)CC(=O)[O-]. The target protein (Q66HS9) has sequence MPSESSVKATAAPPPFPLPPDGGWGWVVVCASFISIGFSYAFPKAVTVFFNDIKDIFKTTSSQIAWISSIMLAVMYAGGPISSVLVNNYGSRPVVIVGGLLCCTGMILASFSSSVIELYLTVGFIGGLGLAFNLQPALTIIGKYFYRKRPLANGFAMAGSPVFLSTLAPFNQFLFNSYGWKGSFLILGAIFLHSCVAGCLMRPVGPSPRAAKSKSKVGSRQDSSTKRLSKVSTAEKINRFLDFGLFTHRGFLIYLSGNVVLFLGMFAPIIFLAPYAKDKGVDDYNSAFLLSVMAFTDMFARPSVGLIANTSLIRPRIQYLFSVAIMFTGICHLLCPLAHSYTALVVYVIFFGIGFGSISSLLFECLMDQVGASRFSSAVGLVTIVECCPVLFGPPLAGKLLDITGQYKYLYIASGIVVLSSGIYLLICNAINYRLLEKERKREKARRKKSASQASKEMEALSRSKQDDVTVKVSNTHNPPSDRDKESSI. The pKi is 3.1.